From a dataset of Forward reaction prediction with 1.9M reactions from USPTO patents (1976-2016). Predict the product of the given reaction. The product is: [Cl:37][C:33]1[CH:32]=[C:31]([CH:26]([NH:25][C:3]([C:5]2[N:6]=[C:7]([C:23]#[N:24])[C:8]3[C:13]([C:14]=2[OH:15])=[CH:12][CH:11]=[C:10]([O:16][C:17]2[CH:22]=[CH:21][CH:20]=[CH:19][CH:18]=2)[CH:9]=3)=[O:4])[CH2:27][C:28]([OH:30])=[O:29])[CH:36]=[CH:35][CH:34]=1. Given the reactants CO[C:3]([C:5]1[N:6]=[C:7]([C:23]#[N:24])[C:8]2[C:13]([C:14]=1[OH:15])=[CH:12][CH:11]=[C:10]([O:16][C:17]1[CH:22]=[CH:21][CH:20]=[CH:19][CH:18]=1)[CH:9]=2)=[O:4].[NH2:25][CH:26]([C:31]1[CH:36]=[CH:35][CH:34]=[C:33]([Cl:37])[CH:32]=1)[CH2:27][C:28]([OH:30])=[O:29].C[O-].[Na+].Cl, predict the reaction product.